This data is from Reaction yield outcomes from USPTO patents with 853,638 reactions. The task is: Predict the reaction yield, written as a fraction of the theoretical maximum amount of product (1.0 means a 100% yield; for example, 0.34 means a 34% yield). (1) The reactants are FC(F)(F)C(O)=O.[CH:8]([N:11]1[C:15]([C:16]2[N:25]=[C:24]3[N:18]([CH2:19][CH2:20][O:21][C:22]4[CH:29]=[C:28]([CH:30]5[CH2:35][CH2:34][NH:33][CH2:32][CH2:31]5)[CH:27]=[CH:26][C:23]=43)[CH:17]=2)=[N:14][CH:13]=[N:12]1)([CH3:10])[CH3:9].Cl([O-])(=O)(=O)=O.[Li+].CCN(C(C)C)C(C)C.[O:51]1[C:53]([CH3:55])([CH3:54])[CH2:52]1. The catalyst is C1COCC1.C(Cl)Cl.O. The product is [CH:8]([N:11]1[C:15]([C:16]2[N:25]=[C:24]3[C:23]4[CH:26]=[CH:27][C:28]([CH:30]5[CH2:35][CH2:34][N:33]([CH2:52][C:53]([CH3:55])([OH:51])[CH3:54])[CH2:32][CH2:31]5)=[CH:29][C:22]=4[O:21][CH2:20][CH2:19][N:18]3[CH:17]=2)=[N:14][CH:13]=[N:12]1)([CH3:10])[CH3:9]. The yield is 0.340. (2) The reactants are [CH3:1][O:2][C:3]1[C:8]2[N:9]=[C:10]([NH2:12])[S:11][C:7]=2[C:6]([CH:13]2[CH2:18][CH2:17][O:16][CH2:15][CH2:14]2)=[CH:5][CH:4]=1.Cl[C:20](OC1C=CC=CC=1)=[O:21].[OH:29][C:30]1([CH3:36])[CH2:35][CH2:34][NH:33][CH2:32][CH2:31]1. No catalyst specified. The product is [CH3:1][O:2][C:3]1[C:8]2[N:9]=[C:10]([NH:12][C:20]([N:33]3[CH2:34][CH2:35][C:30]([OH:29])([CH3:36])[CH2:31][CH2:32]3)=[O:21])[S:11][C:7]=2[C:6]([CH:13]2[CH2:18][CH2:17][O:16][CH2:15][CH2:14]2)=[CH:5][CH:4]=1. The yield is 0.560. (3) The reactants are [CH2:1]([OH:5])[CH2:2][C:3]#[CH:4].[O:6]1[CH:11]=[CH:10][CH2:9][CH2:8][CH2:7]1.C1(C)C=CC(S([O-])(=O)=O)=CC=1.[NH+]1C=CC=CC=1.O. The catalyst is ClCCl. The product is [CH2:1]([O:5][CH:7]1[CH2:8][CH2:9][CH2:10][CH2:11][O:6]1)[CH2:2][C:3]#[CH:4]. The yield is 0.980. (4) The catalyst is C1COCC1. The product is [CH:1]([NH:11][C:14]1[CH:25]=[CH:24][C:23]([O:26][C:27]2[CH:32]=[CH:31][CH:30]=[CH:29][CH:28]=2)=[CH:22][C:15]=1[C:16]([NH:18][CH:19]([CH3:21])[CH3:20])=[O:17])=[O:2]. The yield is 1.00. The reactants are [CH:1](O)=[O:2].C(OC(=O)C)(=O)C.[N+:11]([C:14]1[CH:25]=[CH:24][C:23]([O:26][C:27]2[CH:32]=[CH:31][CH:30]=[CH:29][CH:28]=2)=[CH:22][C:15]=1[C:16]([NH:18][CH:19]([CH3:21])[CH3:20])=[O:17])([O-])=O. (5) The reactants are C([CH:5]1[CH2:10][CH:9](O)[CH2:8][CH2:7][N:6]1C(O)=O)(C)(C)C.[F:15][C:16]([F:26])([F:25])[O:17][C:18]1[CH:23]=[CH:22][CH:21]=[CH:20][C:19]=1[OH:24].N([C:35]([O:37][CH:38]([CH3:40])[CH3:39])=[O:36])=N[C:35]([O:37][CH:38]([CH3:40])[CH3:39])=[O:36].[C:41]1(P(C2C=CC=CC=2)C2C=CC=CC=2)C=CC=CC=1. The catalyst is O1CCCC1. The product is [C:35]([CH:9]1[CH2:10][CH2:5][N:6]([O:24][C:19]2[CH:20]=[CH:21][CH:22]=[CH:23][C:18]=2[O:17][C:16]([F:25])([F:26])[F:15])[CH2:7][CH2:8]1)([O:37][C:38]([CH3:40])([CH3:41])[CH3:39])=[O:36]. The yield is 0.750. (6) The reactants are Cl[CH2:2][CH2:3][CH2:4][S:5]([N:8]1[CH2:13][CH2:12][CH:11]([C:14]2[C:22]3[C:17](=[C:18]([C:29]([NH2:31])=[O:30])[CH:19]=[C:20]([C:23]4[CH:28]=[CH:27][CH:26]=[CH:25][CH:24]=4)[CH:21]=3)[NH:16][N:15]=2)[CH2:10][CH2:9]1)(=[O:7])=[O:6].C([O-])([O-])=O.[K+].[K+].[NH:38]1[CH2:43][CH2:42][NH:41][CH2:40][CH2:39]1.[I-].[Na+]. The catalyst is C(#N)C. The product is [C:23]1([C:20]2[CH:21]=[C:22]3[C:17](=[C:18]([C:29]([NH2:31])=[O:30])[CH:19]=2)[NH:16][N:15]=[C:14]3[CH:11]2[CH2:12][CH2:13][N:8]([S:5]([CH2:4][CH2:3][CH2:2][N:38]3[CH2:43][CH2:42][NH:41][CH2:40][CH2:39]3)(=[O:7])=[O:6])[CH2:9][CH2:10]2)[CH:28]=[CH:27][CH:26]=[CH:25][CH:24]=1. The yield is 0.490. (7) The catalyst is CN(C=O)C. The product is [Cl:1][C:2]1[CH:3]=[C:4]([C:8]2[O:12][N:11]=[C:10]([C@H:13]([O:15][C:21]3[N:17]([CH3:16])[C:18]([C:26]4[CH:27]=[N:28][CH:29]=[CH:30][CH:31]=4)=[N:19][N:20]=3)[CH3:14])[CH:9]=2)[CH:5]=[CH:6][CH:7]=1. The reactants are [Cl:1][C:2]1[CH:3]=[C:4]([C:8]2[O:12][N:11]=[C:10]([C@H:13]([OH:15])[CH3:14])[CH:9]=2)[CH:5]=[CH:6][CH:7]=1.[CH3:16][N:17]1[C:21](S(C)(=O)=O)=[N:20][N:19]=[C:18]1[C:26]1[CH:27]=[N:28][CH:29]=[CH:30][CH:31]=1.C(=O)([O-])[O-].[Cs+].[Cs+].O. The yield is 0.770. (8) No catalyst specified. The product is [Cl:1][C:2]1[CH:3]=[C:4]([C:13]([O:15][CH3:20])=[O:14])[C:5]2[O:9][C:8]([CH3:11])([CH3:10])[CH2:7][C:6]=2[CH:12]=1. The yield is 0.630. The reactants are [Cl:1][C:2]1[CH:3]=[C:4]([C:13]([OH:15])=[O:14])[C:5]2[O:9][C:8]([CH3:11])([CH3:10])[CH2:7][C:6]=2[CH:12]=1.S(Cl)(Cl)=O.[CH3:20]O. (9) The reactants are [C:1]([O:5][C:6]([N:8]1[CH2:13][CH2:12][N:11]([C:14]2[CH:19]=[CH:18][C:17]([NH:20][C:21]3[N:26]=[C:25]([CH2:27][CH2:28][C:29]4[CH:34]=[CH:33][CH:32]=[CH:31][C:30]=4[CH2:35][C:36]([O-])=[O:37])[C:24]([C:39]([F:42])([F:41])[F:40])=[CH:23][N:22]=3)=[CH:16][CH:15]=2)[CH2:10][CH2:9]1)=[O:7])([CH3:4])([CH3:3])[CH3:2].[Li+].O[N:45]1C2C=CC=CC=2N=N1.CCN=C=NCCCN(C)C.C(N(CC)C(C)C)(C)C.C(=O)([O-])[O-].[NH4+].[NH4+]. The catalyst is C1COCC1.CN(C=O)C. The product is [NH2:45][C:36](=[O:37])[CH2:35][C:30]1[CH:31]=[CH:32][CH:33]=[CH:34][C:29]=1[CH2:28][CH2:27][C:25]1[C:24]([C:39]([F:40])([F:42])[F:41])=[CH:23][N:22]=[C:21]([NH:20][C:17]2[CH:16]=[CH:15][C:14]([N:11]3[CH2:10][CH2:9][N:8]([C:6]([O:5][C:1]([CH3:3])([CH3:2])[CH3:4])=[O:7])[CH2:13][CH2:12]3)=[CH:19][CH:18]=2)[N:26]=1. The yield is 0.680.